Dataset: Reaction yield outcomes from USPTO patents with 853,638 reactions. Task: Predict the reaction yield, written as a fraction of the theoretical maximum amount of product (1.0 means a 100% yield; for example, 0.34 means a 34% yield). (1) The reactants are [F:1][C:2]1([CH3:12])[CH2:5][C:4]([CH3:11])([C:6]([O:8]CC)=[O:7])[CH2:3]1.[OH-].[Na+]. The catalyst is C(O)C. The product is [F:1][C:2]1([CH3:12])[CH2:5][C:4]([CH3:11])([C:6]([OH:8])=[O:7])[CH2:3]1. The yield is 0.430. (2) The reactants are C1C=CC(P(C2C=CC=CC=2)C2C=CC=CC=2)=CC=1.Br/[CH:21]=[C:22](/[CH:24]1[CH2:26][CH2:25]1)\[F:23].[C:27]([Si:29]([CH3:32])([CH3:31])[CH3:30])#[CH:28].CCN(CC)CC. The catalyst is [Cu]I.Cl[Pd](Cl)([P](C1C=CC=CC=1)(C1C=CC=CC=1)C1C=CC=CC=1)[P](C1C=CC=CC=1)(C1C=CC=CC=1)C1C=CC=CC=1.C(#N)C. The product is [CH:24]1(/[C:22](/[F:23])=[CH:21]/[C:28]#[C:27][Si:29]([CH3:32])([CH3:31])[CH3:30])[CH2:26][CH2:25]1. The yield is 1.00. (3) The reactants are [OH-].[Na+].[CH3:3][C@@H:4]1[CH2:9][O:8][CH2:7][CH2:6][N:5]1[C:10]1[CH:15]=[C:14]([C:16]2([S:19]([CH3:22])(=[NH:21])=[O:20])[CH2:18][CH2:17]2)[N:13]=[C:12]([C:23]2[CH:28]=[CH:27][N:26]=[C:25]3[N:29](S(C4C=CC(C)=CC=4)(=O)=O)[CH:30]=[CH:31][C:24]=23)[N:11]=1.O.Cl. The catalyst is COCCOC. The product is [CH3:3][C@@H:4]1[CH2:9][O:8][CH2:7][CH2:6][N:5]1[C:10]1[CH:15]=[C:14]([C:16]2([S:19]([CH3:22])(=[NH:21])=[O:20])[CH2:18][CH2:17]2)[N:13]=[C:12]([C:23]2[CH:28]=[CH:27][N:26]=[C:25]3[NH:29][CH:30]=[CH:31][C:24]=23)[N:11]=1. The yield is 0.600. (4) The reactants are [NH2:1][C:2]1[S:6][N:5]=[C:4]([CH3:7])[C:3]=1[C:8]([NH:10][C:11]1[CH:16]=[CH:15][C:14]([F:17])=[C:13]([F:18])[CH:12]=1)=[O:9].[Br:19][C:20]1[CH:25]=[N:24][C:23](Br)=[CH:22][N:21]=1.C(=O)([O-])[O-].[Cs+].[Cs+].CC1(C)C2C(=C(P(C3C=CC=CC=3)C3C=CC=CC=3)C=CC=2)OC2C(P(C3C=CC=CC=3)C3C=CC=CC=3)=CC=CC1=2. The catalyst is O1CCOCC1.CN(C=O)C.C([O-])(=O)C.[Pd+2].C([O-])(=O)C. The product is [Br:19][C:20]1[N:21]=[CH:22][C:23]([NH:1][C:2]2[S:6][N:5]=[C:4]([CH3:7])[C:3]=2[C:8]([NH:10][C:11]2[CH:16]=[CH:15][C:14]([F:17])=[C:13]([F:18])[CH:12]=2)=[O:9])=[N:24][CH:25]=1. The yield is 0.190. (5) The reactants are [CH2:1]([O:8][C:9]([N:11]1[CH2:16][CH2:15][CH2:14][CH:13]([C:17]2[CH:22]=[CH:21][C:20]([CH3:23])=[C:19]([OH:24])[CH:18]=2)[CH2:12]1)=[O:10])[C:2]1[CH:7]=[CH:6][CH:5]=[CH:4][CH:3]=1.C(=O)([O-])[O-].[Cs+].[Cs+].[CH2:31]([O:33][C:34](=[O:39])[C:35](Br)([CH3:37])[CH3:36])[CH3:32]. The catalyst is CN(C)C=O.O. The product is [CH2:1]([O:8][C:9]([N:11]1[CH2:16][CH2:15][CH2:14][CH:13]([C:17]2[CH:22]=[CH:21][C:20]([CH3:23])=[C:19]([O:24][C:35]([C:34]([O:33][CH2:31][CH3:32])=[O:39])([CH3:37])[CH3:36])[CH:18]=2)[CH2:12]1)=[O:10])[C:2]1[CH:3]=[CH:4][CH:5]=[CH:6][CH:7]=1. The yield is 0.450. (6) The reactants are [CH2:1]([C:3]1[C:4]([CH3:26])=[C:5]2[C:9](=[C:10]([O:18][CH2:19][CH2:20][Si:21]([CH3:24])([CH3:23])[CH3:22])[C:11]=1[CH2:12][CH:13]=[C:14]([CH3:17])[CH2:15]O)[C:8](=[O:25])[O:7][CH2:6]2)[CH3:2].C1(P(C2C=CC=CC=2)C2C=CC=CC=2)C=CC=CC=1.C(Br)(Br)(Br)[Br:47]. The catalyst is C(Cl)Cl. The product is [Br:47][CH2:15][C:14]([CH3:17])=[CH:13][CH2:12][C:11]1[C:10]([O:18][CH2:19][CH2:20][Si:21]([CH3:23])([CH3:24])[CH3:22])=[C:9]2[C:5]([CH2:6][O:7][C:8]2=[O:25])=[C:4]([CH3:26])[C:3]=1[CH2:1][CH3:2]. The yield is 0.870. (7) The reactants are [CH3:1][C:2]1[N:7]=[C:6]([NH2:8])[CH:5]=[CH:4][CH:3]=1.[C:9]([O:13][C:14](O[C:14]([O:13][C:9]([CH3:12])([CH3:11])[CH3:10])=[O:15])=[O:15])([CH3:12])([CH3:11])[CH3:10].[C:24](=[O:26])=[O:25].[Cl-].[NH4+]. The catalyst is CN(C)C=O.C(N(CC)CC)C.N1C=CC=CC=1. The product is [C:9]([O:13][C:14]([N:8]([C:6]1[CH:5]=[CH:4][CH:3]=[C:2]([CH3:1])[N:7]=1)[C:24](=[O:26])[O:25][C:9]([CH3:12])([CH3:11])[CH3:10])=[O:15])([CH3:12])([CH3:11])[CH3:10]. The yield is 0.747.